Dataset: Full USPTO retrosynthesis dataset with 1.9M reactions from patents (1976-2016). Task: Predict the reactants needed to synthesize the given product. (1) Given the product [Cl:1][C:2]1[CH:3]=[CH:4][C:5]2[NH:11]/[C:10](=[N:12]\[NH:13][C:39](=[O:40])[CH2:38][F:37])/[C@@H:9]([CH2:14][C:15]3[S:16][C:17]([CH2:20][CH2:21][C:22]([O:24][CH3:25])=[O:23])=[CH:18][N:19]=3)[S:8][C@H:7]([C:26]3[CH:31]=[CH:30][CH:29]=[C:28]([O:32][CH3:33])[C:27]=3[O:34][CH3:35])[C:6]=2[CH:36]=1, predict the reactants needed to synthesize it. The reactants are: [Cl:1][C:2]1[CH:3]=[CH:4][C:5]2[NH:11]/[C:10](=[N:12]\[NH2:13])/[C@@H:9]([CH2:14][C:15]3[S:16][C:17]([CH2:20][CH2:21][C:22]([O:24][CH3:25])=[O:23])=[CH:18][N:19]=3)[S:8][C@H:7]([C:26]3[CH:31]=[CH:30][CH:29]=[C:28]([O:32][CH3:33])[C:27]=3[O:34][CH3:35])[C:6]=2[CH:36]=1.[F:37][CH2:38][C:39](Cl)=[O:40].C(=O)(O)[O-].[Na+]. (2) The reactants are: [Br:1][C:2]1[CH:10]=[CH:9][CH:8]=[C:7]([F:11])[C:3]=1[C:4]([OH:6])=[O:5].C([O-])([O-])=O.[Cs+].[Cs+].[CH3:18][CH2:19]I. Given the product [Br:1][C:2]1[CH:10]=[CH:9][CH:8]=[C:7]([F:11])[C:3]=1[C:4]([O:6][CH2:18][CH3:19])=[O:5], predict the reactants needed to synthesize it. (3) Given the product [C:1]([C:4]1[CH:5]=[CH:6][C:7]([NH:10][C:11]2[N:16]=[C:15]([NH:17][CH2:18][CH2:19][CH3:20])[C:14]([C:21]([NH:24][C:25]3[CH:26]=[C:27]([NH:31][C:32](=[O:44])[C@@H:33]([N:35]([CH3:43])[C:36](=[O:42])[O:37][C:38]([CH3:39])([CH3:41])[CH3:40])[CH3:34])[CH:28]=[CH:29][CH:30]=3)=[O:23])=[CH:13][N:12]=2)=[CH:8][CH:9]=1)(=[O:3])[NH2:2], predict the reactants needed to synthesize it. The reactants are: [C:1]([C:4]1[CH:9]=[CH:8][C:7]([NH:10][C:11]2[N:16]=[C:15]([NH:17][CH2:18][CH2:19][CH3:20])[C:14]([C:21]([OH:23])=O)=[CH:13][N:12]=2)=[CH:6][CH:5]=1)(=[O:3])[NH2:2].[NH2:24][C:25]1[CH:26]=[C:27]([NH:31][C:32](=[O:44])[C@@H:33]([N:35]([CH3:43])[C:36](=[O:42])[O:37][C:38]([CH3:41])([CH3:40])[CH3:39])[CH3:34])[CH:28]=[CH:29][CH:30]=1. (4) Given the product [O:40]1[CH2:41][CH2:42][CH:37]([NH:36][C:29](=[O:30])[CH:28]([N:26]2[CH:27]=[C:23]([C:21]3[CH:20]=[N:19][N:18]4[C:14]([C:10]5[CH:11]=[CH:12][CH:13]=[C:8]([NH:7][C:5]([NH:4][CH2:3][C:2]([F:33])([F:1])[F:34])=[O:6])[CH:9]=5)=[CH:15][N:16]=[C:17]4[CH:22]=3)[CH:24]=[N:25]2)[CH3:32])[CH2:38][CH2:39]1, predict the reactants needed to synthesize it. The reactants are: [F:1][C:2]([F:34])([F:33])[CH2:3][NH:4][C:5]([NH:7][C:8]1[CH:9]=[C:10]([C:14]2[N:18]3[N:19]=[CH:20][C:21]([C:23]4[CH:24]=[N:25][N:26]([CH:28]([CH3:32])[C:29](O)=[O:30])[CH:27]=4)=[CH:22][C:17]3=[N:16][CH:15]=2)[CH:11]=[CH:12][CH:13]=1)=[O:6].Cl.[NH2:36][CH:37]1[CH2:42][CH2:41][O:40][CH2:39][CH2:38]1. (5) The reactants are: [Si]([O:18][CH:19]1[CH2:22][C:21]([CH2:45][C:46]#[N:47])([N:23]2[CH:27]=[C:26]([C:28]3[CH:33]=[CH:32][N:31]=[C:30]4[N:34]([CH2:37][O:38][CH2:39][CH2:40][Si:41]([CH3:44])([CH3:43])[CH3:42])[CH:35]=[CH:36][C:29]=34)[CH:25]=[N:24]2)[CH2:20]1)(C(C)(C)C)(C1C=CC=CC=1)C1C=CC=CC=1.[OH-].[Na+]. Given the product [OH:18][CH:19]1[CH2:22][C:21]([CH2:45][C:46]#[N:47])([N:23]2[CH:27]=[C:26]([C:28]3[CH:33]=[CH:32][N:31]=[C:30]4[N:34]([CH2:37][O:38][CH2:39][CH2:40][Si:41]([CH3:42])([CH3:44])[CH3:43])[CH:35]=[CH:36][C:29]=34)[CH:25]=[N:24]2)[CH2:20]1, predict the reactants needed to synthesize it. (6) Given the product [C:18]([OH:19])(=[O:1])[CH:17]=[CH:16][CH2:15][CH2:14][CH:13]=[CH:12][CH:11]=[CH:10][CH3:9], predict the reactants needed to synthesize it. The reactants are: [O-:1]P([O-])([O-])=O.[K+].[K+].[K+].[CH3:9]/[CH:10]=[CH:11]/[CH:12]=[CH:13]\[CH2:14][CH2:15]/[CH:16]=[CH:17]/[C:18](NCC(C)C)=[O:19].